Dataset: Reaction yield outcomes from USPTO patents with 853,638 reactions. Task: Predict the reaction yield, written as a fraction of the theoretical maximum amount of product (1.0 means a 100% yield; for example, 0.34 means a 34% yield). (1) The reactants are [Cl:1][C:2]1[CH:7]=[CH:6][C:5]([C:8]2([C:11]3[CH:16]=[CH:15][C:14]([I:17])=[CH:13][CH:12]=3)[CH2:10][O:9]2)=[CH:4][CH:3]=1.[C:18]1(=[O:28])[NH:22][C:21](=[O:23])[C:20]2=[CH:24][CH:25]=[CH:26][CH:27]=[C:19]12.[K]. The catalyst is C1COCC1.CS(C)=O. The product is [Cl:1][C:2]1[CH:7]=[CH:6][C:5]([C:8]([OH:9])([C:11]2[CH:16]=[CH:15][C:14]([I:17])=[CH:13][CH:12]=2)[CH2:10][N:22]2[C:18](=[O:28])[C:19]3[C:20](=[CH:24][CH:25]=[CH:26][CH:27]=3)[C:21]2=[O:23])=[CH:4][CH:3]=1. The yield is 0.340. (2) The reactants are Br[C:2]1[C:10]2[C:5](=[CH:6][CH:7]=[C:8]([N+:11]([O-:13])=[O:12])[CH:9]=2)[NH:4][CH:3]=1.[C:14]1(B(O)O)[CH:19]=[CH:18][CH:17]=[CH:16][CH:15]=1.C1(P(C2C=CC=CC=2)C2C=CC=CC=2)C=CC=CC=1.C(=O)([O-])[O-].[Na+].[Na+]. The catalyst is C(COC)OC.Cl.C([O-])(=O)C.[Pd+2].C([O-])(=O)C. The product is [C:14]1([C:2]2[C:10]3[C:5](=[CH:6][CH:7]=[C:8]([N+:11]([O-:13])=[O:12])[CH:9]=3)[NH:4][CH:3]=2)[CH:19]=[CH:18][CH:17]=[CH:16][CH:15]=1. The yield is 0.0900. (3) The reactants are [Cl:1][C:2]1[N:3]=[C:4]([C:9]([NH:11][C@H:12]2[CH2:17][CH2:16][N:15](C(OC(C)(C)C)=O)[CH2:14][C@H:13]2[N:25]2[CH2:29][CH2:28][CH2:27][CH2:26]2)=[O:10])[NH:5][C:6]=1[CH2:7][CH3:8].Cl.O1CCOCC1.Br[C:38]1[S:39][C:40]2[C:46]([C:47]([O:49][CH2:50][CH3:51])=[O:48])=[CH:45][CH:44]=[CH:43][C:41]=2[N:42]=1.C(=O)([O-])[O-].[Na+].[Na+]. No catalyst specified. The product is [Cl:1][C:2]1[N:3]=[C:4]([C:9]([NH:11][C@H:12]2[CH2:17][CH2:16][N:15]([C:38]3[S:39][C:40]4[C:46]([C:47]([O:49][CH2:50][CH3:51])=[O:48])=[CH:45][CH:44]=[CH:43][C:41]=4[N:42]=3)[CH2:14][C@H:13]2[N:25]2[CH2:26][CH2:27][CH2:28][CH2:29]2)=[O:10])[NH:5][C:6]=1[CH2:7][CH3:8]. The yield is 0.540. (4) The reactants are C1(C)C=CC(S([CH2:10][N+:11]#[C-:12])(=O)=O)=CC=1.[C:14]([O:18][C:19](=[O:48])[N:20]([C:29]1[S:30][C@:31]2([CH:46]=[O:47])[C@H:33]([C@:34]([C:38]3[CH:43]=[C:42]([Br:44])[CH:41]=[CH:40][C:39]=3[F:45])([CH2:36][F:37])[N:35]=1)[CH2:32]2)[CH2:21][O:22][CH2:23][CH2:24][Si:25]([CH3:28])([CH3:27])[CH3:26])([CH3:17])([CH3:16])[CH3:15].C(=O)([O-])[O-].[K+].[K+]. The catalyst is CO. The product is [C:14]([O:18][C:19](=[O:48])[N:20]([C:29]1[S:30][C@:31]2([C:46]3[O:47][CH:12]=[N:11][CH:10]=3)[C@H:33]([C@:34]([C:38]3[CH:43]=[C:42]([Br:44])[CH:41]=[CH:40][C:39]=3[F:45])([CH2:36][F:37])[N:35]=1)[CH2:32]2)[CH2:21][O:22][CH2:23][CH2:24][Si:25]([CH3:28])([CH3:26])[CH3:27])([CH3:17])([CH3:15])[CH3:16]. The yield is 0.640. (5) The reactants are [CH2:1]([O:3][C:4](=[O:23])[C:5]([CH3:22])([CH3:21])[CH2:6][CH2:7][CH2:8][CH2:9][N:10]1C(=O)C2=CC=CC=C2C1=O)[CH3:2].O.NN. The catalyst is C(O)C. The product is [CH2:1]([O:3][C:4](=[O:23])[C:5]([CH3:22])([CH3:21])[CH2:6][CH2:7][CH2:8][CH2:9][NH2:10])[CH3:2]. The yield is 0.640.